Dataset: Catalyst prediction with 721,799 reactions and 888 catalyst types from USPTO. Task: Predict which catalyst facilitates the given reaction. (1) Reactant: [Cl:1][C:2]1[CH:3]=[CH:4][C:5]2[S:9][C:8]([CH2:10][O:11][C:12]3[C:13]([F:23])=[C:14]([C:19](=[N:21]O)[NH2:20])[C:15]([F:18])=[CH:16][CH:17]=3)=[N:7][C:6]=2[CH:24]=1.C([O-])=O.[NH4+]. Product: [Cl:1][C:2]1[CH:3]=[CH:4][C:5]2[S:9][C:8]([CH2:10][O:11][C:12]3[C:13]([F:23])=[C:14]([C:19](=[NH:20])[NH2:21])[C:15]([F:18])=[CH:16][CH:17]=3)=[N:7][C:6]=2[CH:24]=1. The catalyst class is: 285. (2) Reactant: [F:1][C:2]1[CH:3]=[C:4]([N+:9]([O-:11])=[O:10])[CH:5]=[CH:6][C:7]=1F.[NH:12]1[CH2:16][CH2:15][CH2:14][CH2:13]1.CCN(CC)CC. Product: [F:1][C:2]1[CH:3]=[C:4]([N+:9]([O-:11])=[O:10])[CH:5]=[CH:6][C:7]=1[N:12]1[CH2:16][CH2:15][CH2:14][CH2:13]1. The catalyst class is: 25. (3) Reactant: CN(C=[C:5]1[C:9](=[O:10])[N:8]([C:11](OC(C)(C)C)=[O:12])[CH:7]2[C:18]3[C:23]([CH2:24][CH:6]12)=[CH:22][CH:21]=[C:20]([C:25]([O:27][CH3:28])=[O:26])[CH:19]=3)C.Cl. Product: [OH:10][CH:9]=[C:5]1[C:11](=[O:12])[NH:8][CH:7]2[C:18]3[C:23]([CH2:24][CH:6]12)=[CH:22][CH:21]=[C:20]([C:25]([O:27][CH3:28])=[O:26])[CH:19]=3. The catalyst class is: 155. (4) Reactant: [NH2:1][C:2]1[NH:7][C:6]2[NH:8][CH:9]=[C:10]([CH2:11][CH2:12][C:13]3[CH:30]=[CH:29][C:16]([C:17]([NH:19][C@H:20]([C:26]([OH:28])=[O:27])[CH2:21][CH2:22][C:23]([OH:25])=[O:24])=[O:18])=[CH:15][CH:14]=3)[C:5]=2[C:4](=[O:31])[N:3]=1.[OH-].[Na+:33].[CH2:34]([OH:45])[C@H:35]([C@H:37]([C@@H:39]([C@@H:41]([CH2:43][OH:44])[OH:42])[OH:40])[OH:38])[OH:36]. The catalyst class is: 6. Product: [Na+:33].[Na+:33].[NH2:1][C:2]1[NH:7][C:6]2[NH:8][CH:9]=[C:10]([CH2:11][CH2:12][C:13]3[CH:14]=[CH:15][C:16]([C:17]([NH:19][C@H:20]([C:26]([O-:28])=[O:27])[CH2:21][CH2:22][C:23]([O-:25])=[O:24])=[O:18])=[CH:29][CH:30]=3)[C:5]=2[C:4](=[O:31])[N:3]=1.[CH2:43]([OH:44])[C@H:41]([C@H:39]([C@@H:37]([C@@H:35]([CH2:34][OH:45])[OH:36])[OH:38])[OH:40])[OH:42]. (5) Reactant: C([Li])CCC.Br[C:7]1[N:8]=[C:9]([N:17]2[CH2:23][CH2:22][CH2:21][N:20]([C:24]([O:26][C:27]([CH3:30])([CH3:29])[CH3:28])=[O:25])[CH2:19][CH2:18]2)[C:10]2[C:15]([CH:16]=1)=[CH:14][CH:13]=[CH:12][CH:11]=2.[F:31][C:32]1[N:43]=[CH:42][CH:41]=[CH:40][C:33]=1[C:34](N(OC)C)=[O:35]. Product: [F:31][C:32]1[N:43]=[CH:42][CH:41]=[CH:40][C:33]=1[C:34]([C:7]1[N:8]=[C:9]([N:17]2[CH2:23][CH2:22][CH2:21][N:20]([C:24]([O:26][C:27]([CH3:29])([CH3:28])[CH3:30])=[O:25])[CH2:19][CH2:18]2)[C:10]2[C:15]([CH:16]=1)=[CH:14][CH:13]=[CH:12][CH:11]=2)=[O:35]. The catalyst class is: 7. (6) Reactant: [CH3:1][C:2]1[CH:7]=[CH:6][C:5]([C:8]2[CH:13]=[CH:12][C:11]([C:14]([OH:16])=[O:15])=[CH:10][CH:9]=2)=[CH:4][CH:3]=1.C(Cl)(=O)C(Cl)=O.O[C:24]1[CH:31]=[CH:30][C:27]([CH:28]=[O:29])=[CH:26][CH:25]=1. Product: [CH3:1][C:2]1[CH:7]=[CH:6][C:5]([C:8]2[CH:13]=[CH:12][C:11]([C:14]([O:16][C:24]3[CH:31]=[CH:30][C:27]([CH:28]=[O:29])=[CH:26][CH:25]=3)=[O:15])=[CH:10][CH:9]=2)=[CH:4][CH:3]=1. The catalyst class is: 59. (7) Reactant: [Br:1]N1C(=O)CCC1=O.[Cl:9][C:10]1[C:11]2[CH:18]=[CH:17][N:16]([C@H:19]3[CH2:22][C@@H:21]([CH2:23][N:24]4[CH2:29][CH2:28][S:27](=[O:31])(=[O:30])[CH2:26][CH2:25]4)[CH2:20]3)[C:12]=2[N:13]=[CH:14][N:15]=1. Product: [Br:1][C:18]1[C:11]2[C:10]([Cl:9])=[N:15][CH:14]=[N:13][C:12]=2[N:16]([C@H:19]2[CH2:22][C@@H:21]([CH2:23][N:24]3[CH2:29][CH2:28][S:27](=[O:30])(=[O:31])[CH2:26][CH2:25]3)[CH2:20]2)[CH:17]=1. The catalyst class is: 85. (8) Product: [OH:38][C:23]1[CH:24]=[CH:25][C:26]([C:28]([F:37])([C:29]([F:30])([F:31])[F:32])[C:33]([F:34])([F:35])[F:36])=[CH:27][C:22]=1[NH:21][C:12](=[O:20])[C:13]1[CH:14]=[CH:15][N:16]=[CH:17][CH:18]=1. The catalyst class is: 17. Reactant: CCN=C=NCCCN(C)C.[C:12]([OH:20])(=O)[C:13]1[CH:18]=[CH:17][N:16]=[CH:15][CH:14]=1.[NH2:21][C:22]1[CH:27]=[C:26]([C:28]([F:37])([C:33]([F:36])([F:35])[F:34])[C:29]([F:32])([F:31])[F:30])[CH:25]=[CH:24][C:23]=1[OH:38].